This data is from Catalyst prediction with 721,799 reactions and 888 catalyst types from USPTO. The task is: Predict which catalyst facilitates the given reaction. (1) Reactant: [C:1]1([CH:7]([C:17]2[CH:22]=[CH:21][CH:20]=[CH:19][CH:18]=2)[CH2:8][CH2:9][O:10][C:11](=[O:16])[CH2:12][C:13]([CH3:15])=O)[CH:6]=[CH:5][CH:4]=[CH:3][CH:2]=1.[C:23]([CH2:25][CH2:26][O:27][C:28](=[O:33])/[CH:29]=[C:30](\[NH2:32])/[CH3:31])#[N:24].[Cl:34][C:35]1[CH:36]=[C:37]([CH:40]=[CH:41][CH:42]=1)[CH:38]=O. Product: [C:1]1([CH:7]([C:17]2[CH:22]=[CH:21][CH:20]=[CH:19][CH:18]=2)[CH2:8][CH2:9][O:10][C:11]([C:12]2[CH:38]([C:37]3[CH:40]=[CH:41][CH:42]=[C:35]([Cl:34])[CH:36]=3)[C:29]([C:28]([O:27][CH2:26][CH2:25][C:23]#[N:24])=[O:33])=[C:30]([CH3:31])[NH:32][C:13]=2[CH3:15])=[O:16])[CH:6]=[CH:5][CH:4]=[CH:3][CH:2]=1. The catalyst class is: 41. (2) Reactant: [NH2:1][C:2]1[NH:7][C:6](=[O:8])[N:5]([CH2:9][CH2:10][SH:11])[C:4](=[O:12])[CH:3]=1.N[C:14]1[CH:15]=[C:16]2[C:20](=[CH:21][CH:22]=1)[CH2:19][CH2:18][CH2:17]2.Cl.NC1C=C2C(=CC=1)CCC2. Product: [CH2:19]1[C:20]2[C:16](=[CH:15][C:14]([NH:1][C:2]3[NH:7][C:6](=[O:8])[N:5]([CH2:9][CH2:10][SH:11])[C:4](=[O:12])[CH:3]=3)=[CH:22][CH:21]=2)[CH2:17][CH2:18]1. The catalyst class is: 8.